This data is from CYP2D6 inhibition data for predicting drug metabolism from PubChem BioAssay. The task is: Regression/Classification. Given a drug SMILES string, predict its absorption, distribution, metabolism, or excretion properties. Task type varies by dataset: regression for continuous measurements (e.g., permeability, clearance, half-life) or binary classification for categorical outcomes (e.g., BBB penetration, CYP inhibition). Dataset: cyp2d6_veith. (1) The drug is Cc1cc(=O)oc2cc(O)c(CN(C)CC(=O)O)cc12. The result is 0 (non-inhibitor). (2) The compound is CN1CCN(c2ccc([N+](=O)[O-])cc2C(=O)N2CCOCC2)CC1. The result is 0 (non-inhibitor). (3) The drug is CCOC(=O)c1c(NC(=O)Cn2cc([N+](=O)[O-])cn2)sc2c1CCC2. The result is 0 (non-inhibitor). (4) The result is 0 (non-inhibitor). The molecule is COc1cc(N=C(N)N=C(N)N)c2ncccc2c1. (5) The result is 1 (inhibitor). The compound is Cc1ccc(Nc2nc(-c3c(C)nc4ncccn34)cs2)cc1. (6) The compound is CCOc1ccc(-c2nnc3ccc(SCC(=O)NCc4ccco4)nn23)cc1. The result is 0 (non-inhibitor). (7) The molecule is COc1ccc(C(NC(=O)c2ccc(-c3ccccc3)cc2)c2ccccc2)cc1. The result is 0 (non-inhibitor). (8) The drug is NC[C@@H]1O[C@H](C23CC4CC(CC(C4)C2)C3)Cc2c1ccc(O)c2O. The result is 0 (non-inhibitor). (9) The drug is O=C1C=C(NCC2CCCO2)C2(CCCCC2)O1. The result is 0 (non-inhibitor).